Dataset: Catalyst prediction with 721,799 reactions and 888 catalyst types from USPTO. Task: Predict which catalyst facilitates the given reaction. Reactant: [NH2:1][C:2]1[N:7]=[C:6](Cl)[C:5]([CH2:9][C:10]([O:12]CC)=O)=[C:4]([Cl:15])[N:3]=1.[S:16]1[C:20]2[CH:21]=[C:22](CN)[CH:23]=[CH:24][C:19]=2[N:18]=[CH:17]1.C[CH2:28][N:29](C(C)C)C(C)C. Product: [NH2:1][C:2]1[N:3]=[C:4]([Cl:15])[C:5]2[CH2:9][C:10](=[O:12])[N:29]([CH2:28][C:23]3[CH:22]=[CH:21][C:20]4[S:16][CH:17]=[N:18][C:19]=4[CH:24]=3)[C:6]=2[N:7]=1. The catalyst class is: 114.